Dataset: NCI-60 drug combinations with 297,098 pairs across 59 cell lines. Task: Regression. Given two drug SMILES strings and cell line genomic features, predict the synergy score measuring deviation from expected non-interaction effect. (1) Drug 1: C1=CC(=C2C(=C1NCCNCCO)C(=O)C3=C(C=CC(=C3C2=O)O)O)NCCNCCO. Drug 2: C1=NC2=C(N1)C(=S)N=C(N2)N. Cell line: MCF7. Synergy scores: CSS=34.0, Synergy_ZIP=-10.7, Synergy_Bliss=-9.24, Synergy_Loewe=-3.68, Synergy_HSA=-1.78. (2) Drug 1: CN1CCC(CC1)COC2=C(C=C3C(=C2)N=CN=C3NC4=C(C=C(C=C4)Br)F)OC. Drug 2: C(CN)CNCCSP(=O)(O)O. Cell line: HS 578T. Synergy scores: CSS=-4.76, Synergy_ZIP=6.07, Synergy_Bliss=5.78, Synergy_Loewe=-0.715, Synergy_HSA=-0.863. (3) Synergy scores: CSS=16.1, Synergy_ZIP=-4.65, Synergy_Bliss=-2.20, Synergy_Loewe=-19.3, Synergy_HSA=-5.50. Drug 1: C1=NC2=C(N1)C(=S)N=C(N2)N. Drug 2: C(=O)(N)NO. Cell line: SK-MEL-2. (4) Drug 1: C1=CC(=CC=C1C#N)C(C2=CC=C(C=C2)C#N)N3C=NC=N3. Drug 2: C1=CN(C=N1)CC(O)(P(=O)(O)O)P(=O)(O)O. Cell line: NCI-H322M. Synergy scores: CSS=5.62, Synergy_ZIP=-3.05, Synergy_Bliss=-4.42, Synergy_Loewe=-2.36, Synergy_HSA=-5.82. (5) Drug 1: CN(C)C1=NC(=NC(=N1)N(C)C)N(C)C. Drug 2: C(CCl)NC(=O)N(CCCl)N=O. Cell line: HCC-2998. Synergy scores: CSS=-4.68, Synergy_ZIP=2.14, Synergy_Bliss=0.0149, Synergy_Loewe=-8.24, Synergy_HSA=-5.69.